Dataset: Full USPTO retrosynthesis dataset with 1.9M reactions from patents (1976-2016). Task: Predict the reactants needed to synthesize the given product. (1) Given the product [C:13]([CH:17]1[CH2:18][CH2:19][C:20]([O:23][S:31]([C:34]([F:37])([F:36])[F:35])(=[O:33])=[O:32])=[CH:21][CH2:22]1)([CH3:16])([CH3:14])[CH3:15], predict the reactants needed to synthesize it. The reactants are: C(NC(C)C)(C)C.C([Li])CCC.[C:13]([CH:17]1[CH2:22][CH2:21][C:20](=[O:23])[CH2:19][CH2:18]1)([CH3:16])([CH3:15])[CH3:14].C1C=CC(N([S:31]([C:34]([F:37])([F:36])[F:35])(=[O:33])=[O:32])[S:31]([C:34]([F:37])([F:36])[F:35])(=[O:33])=[O:32])=CC=1.C(=O)=O. (2) The reactants are: [Si]([O:8][C@H:9]([C:42]1[CH:47]=[CH:46][C:45]([F:48])=[CH:44][CH:43]=1)[CH2:10][S:11][C@H:12]1[C:15](=[O:16])[N:14]([C:17]2[CH:22]=[CH:21][C:20]([C:23]#[C:24][CH2:25][NH:26][S:27]([CH3:30])(=[O:29])=[O:28])=[CH:19][CH:18]=2)[C@@H:13]1[C:31]1[CH:41]=[CH:40][C:34]([O:35][CH2:36]C(O)=O)=[CH:33][CH:32]=1)(C(C)(C)C)(C)C.CN1CC[O:53][CH2:52]C1.CN(C(ON1N=NC2C=CC=CC1=2)=[N+](C)C)C.[B-](F)(F)(F)F.[NH2:78][CH2:79][C:80]([NH:82][C@@H:83]([C:88]([OH:90])=[O:89])[C:84]([CH3:87])([CH3:86])[CH3:85])=[O:81].[Si](O[Si](C(C)(C)C)(C)C)(C(C)(C)C)(C)C. Given the product [F:48][C:45]1[CH:46]=[CH:47][C:42]([C@@H:9]([OH:8])[CH2:10][S:11][C@H:12]2[C:15](=[O:16])[N:14]([C:17]3[CH:18]=[CH:19][C:20]([C:23]#[C:24][CH2:25][NH:26][S:27]([CH3:30])(=[O:28])=[O:29])=[CH:21][CH:22]=3)[C@@H:13]2[C:31]2[CH:41]=[CH:40][C:34]([O:35][CH2:36][C:52]([NH:78][CH2:79][C:80]([NH:82][C@@H:83]([C:88]([OH:90])=[O:89])[C:84]([CH3:85])([CH3:86])[CH3:87])=[O:81])=[O:53])=[CH:33][CH:32]=2)=[CH:43][CH:44]=1, predict the reactants needed to synthesize it.